This data is from Full USPTO retrosynthesis dataset with 1.9M reactions from patents (1976-2016). The task is: Predict the reactants needed to synthesize the given product. (1) Given the product [F:1][C:2]1[C:7]([F:8])=[CH:6][CH:5]=[CH:4][C:3]=1[C@@H:9]1[CH2:19][CH2:18][C@@H:17]([OH:20])[C:12]2=[N:13][CH:14]=[CH:15][CH:16]=[C:11]2[C@H:10]1[OH:31], predict the reactants needed to synthesize it. The reactants are: [F:1][C:2]1[C:7]([F:8])=[CH:6][CH:5]=[CH:4][C:3]=1[CH:9]1[CH2:19][CH2:18][C@@H:17]([O:20][Si](C(C)C)(C(C)C)C(C)C)[C:12]2=[N:13][CH:14]=[CH:15][CH:16]=[C:11]2[CH:10]1[OH:31].CCCC[N+](CCCC)(CCCC)CCCC.[F-].C(OCC)(=O)C.CCCCCC. (2) Given the product [Br:1][C:2]1[CH:10]=[C:9]2[C:5]([C:6]([NH:12][C:13]3[CH:14]=[C:15]([C:19]4([CH3:26])[NH:24][C:23](=[S:36])[CH2:22][O:21][CH2:20]4)[CH:16]=[CH:17][CH:18]=3)=[N:7][N:8]2[CH3:11])=[CH:4][CH:3]=1, predict the reactants needed to synthesize it. The reactants are: [Br:1][C:2]1[CH:10]=[C:9]2[C:5]([C:6]([NH:12][C:13]3[CH:14]=[C:15]([C:19]4([CH3:26])[NH:24][C:23](=O)[CH2:22][O:21][CH2:20]4)[CH:16]=[CH:17][CH:18]=3)=[N:7][N:8]2[CH3:11])=[CH:4][CH:3]=1.COC1C=CC(P2(SP(C3C=CC(OC)=CC=3)(=S)S2)=[S:36])=CC=1. (3) Given the product [N:28]1([CH2:29][CH2:30][CH2:31][CH2:32][CH2:22][O:1][C:2]2[CH:7]=[CH:6][C:5]([C:8]3([C:14]#[N:15])[CH2:13][CH2:12][O:11][CH2:10][CH2:9]3)=[CH:4][CH:3]=2)[CH2:20][CH2:19][CH2:18][CH2:17]1, predict the reactants needed to synthesize it. The reactants are: [OH:1][C:2]1[CH:7]=[CH:6][C:5]([C:8]2([C:14]#[N:15])[CH2:13][CH2:12][O:11][CH2:10][CH2:9]2)=[CH:4][CH:3]=1.Br[CH2:17][CH2:18][CH2:19][CH2:20]Cl.[C:22]([O-])([O-])=O.[K+].[K+].[NH:28]1[CH2:32][CH2:31][CH2:30][CH2:29]1. (4) Given the product [C:26]([O:25][C:23]([N:20]1[CH2:21][CH2:22][C@@H:18]([N:17]([C:15](=[O:16])[C:14]2[CH:13]=[CH:12][C:11]([CH2:10][N:1]3[C:5]4[CH:6]=[CH:7][CH:8]=[CH:9][C:4]=4[N:3]=[CH:2]3)=[CH:31][CH:30]=2)[CH3:32])[CH2:19]1)=[O:24])([CH3:27])([CH3:28])[CH3:29], predict the reactants needed to synthesize it. The reactants are: [N:1]1([CH2:10][C:11]2[CH:31]=[CH:30][C:14]([C:15]([NH:17][C@@H:18]3[CH2:22][CH2:21][N:20]([C:23]([O:25][C:26]([CH3:29])([CH3:28])[CH3:27])=[O:24])[CH2:19]3)=[O:16])=[CH:13][CH:12]=2)[C:5]2[CH:6]=[CH:7][CH:8]=[CH:9][C:4]=2[N:3]=[CH:2]1.[CH3:32]O. (5) Given the product [NH2:18][C:16]([C@@H:15]([NH:14][C:12](=[O:13])[C:11]1[CH:19]=[CH:20][C:21]([CH3:22])=[C:9]([N:6]2[C:7](=[O:8])[C:2]([Cl:1])=[C:3]([O:23][CH2:24][C:25]3[CH:30]=[CH:29][C:28]([F:31])=[CH:27][C:26]=3[F:32])[N:4]=[CH:5]2)[CH:10]=1)[CH2:35][CH3:36])=[O:17], predict the reactants needed to synthesize it. The reactants are: [Cl:1][C:2]1[C:7](=[O:8])[N:6]([C:9]2[CH:10]=[C:11]([CH:19]=[CH:20][C:21]=2[CH3:22])[C:12]([NH:14][CH2:15][C:16]([NH2:18])=[O:17])=[O:13])[CH:5]=[N:4][C:3]=1[O:23][CH2:24][C:25]1[CH:30]=[CH:29][C:28]([F:31])=[CH:27][C:26]=1[F:32].Cl.N[CH2:35][C:36](N)=O. (6) Given the product [N:35]1[S:34][N:33]=[C:32]2[C:27]([S:24]([NH:23][C:17]3[CH:18]=[C:19]([Br:22])[CH:20]=[CH:21][C:16]=3[C:15]([NH:14][C@@H:4]([CH2:5][C:6]3[CH:11]=[CH:10][C:9]([Cl:12])=[C:8]([Cl:13])[CH:7]=3)[C:3]([OH:37])=[O:2])=[O:36])(=[O:25])=[O:26])=[CH:28][CH:29]=[CH:30][C:31]=12, predict the reactants needed to synthesize it. The reactants are: C[O:2][C:3](=[O:37])[C@@H:4]([NH:14][C:15](=[O:36])[C:16]1[CH:21]=[CH:20][C:19]([Br:22])=[CH:18][C:17]=1[NH:23][S:24]([C:27]1[C:32]2=[N:33][S:34][N:35]=[C:31]2[CH:30]=[CH:29][CH:28]=1)(=[O:26])=[O:25])[CH2:5][C:6]1[CH:11]=[CH:10][C:9]([Cl:12])=[C:8]([Cl:13])[CH:7]=1.N1SN=C2C(S(NC3C=C(Br)C=CC=3C(O)=O)(=O)=O)=CC=CC=12.Cl.COC(=O)[C@H](CC1C=CC(Cl)=C(Cl)C=1)N. (7) Given the product [CH3:12][N:1]1[C:9]2[C:4](=[CH:5][CH:6]=[CH:7][C:8]=2[CH:10]=[O:11])[CH:3]=[CH:2]1, predict the reactants needed to synthesize it. The reactants are: [NH:1]1[C:9]2[C:4](=[CH:5][CH:6]=[CH:7][C:8]=2[CH:10]=[O:11])[CH:3]=[CH:2]1.[CH3:12]OS(OC)(=O)=O.[H-].[Na+]. (8) The reactants are: [O:1]=[C:2]1[NH:6][C:5](=[O:7])[C:4](=[CH:8][C:9]2[CH:10]=[C:11]3[C:16](=[CH:17][CH:18]=2)[N:15]=[CH:14][N:13]=[C:12]3[N:19]2[CH2:24][CH2:23][CH:22]([C:25]([O:27]CC)=[O:26])[CH2:21][CH2:20]2)[S:3]1. Given the product [O:1]=[C:2]1[NH:6][C:5](=[O:7])[C:4](=[CH:8][C:9]2[CH:10]=[C:11]3[C:16](=[CH:17][CH:18]=2)[N:15]=[CH:14][N:13]=[C:12]3[N:19]2[CH2:20][CH2:21][CH:22]([C:25]([OH:27])=[O:26])[CH2:23][CH2:24]2)[S:3]1, predict the reactants needed to synthesize it.